From a dataset of Full USPTO retrosynthesis dataset with 1.9M reactions from patents (1976-2016). Predict the reactants needed to synthesize the given product. Given the product [F:42][C:22]([F:21])([F:41])[C:23]([C:25]1[CH:26]=[C:27]2[C:31](=[CH:32][CH:33]=1)[N:30]([C:34]1[CH:39]=[CH:38][C:37]([F:40])=[CH:36][CH:35]=1)[N:29]=[CH:28]2)([C:2]1[C:10]2[C:5](=[CH:6][CH:7]=[CH:8][CH:9]=2)[NH:4][N:3]=1)[OH:24], predict the reactants needed to synthesize it. The reactants are: Br[C:2]1[C:10]2[C:5](=[CH:6][CH:7]=[CH:8][CH:9]=2)[NH:4][N:3]=1.[Li]CCCC.[Li]C(C)(C)C.[F:21][C:22]([F:42])([F:41])[C:23]([C:25]1[CH:26]=[C:27]2[C:31](=[CH:32][CH:33]=1)[N:30]([C:34]1[CH:39]=[CH:38][C:37]([F:40])=[CH:36][CH:35]=1)[N:29]=[CH:28]2)=[O:24].